From a dataset of Full USPTO retrosynthesis dataset with 1.9M reactions from patents (1976-2016). Predict the reactants needed to synthesize the given product. The reactants are: CN(C(ON1N=NC2C=CC=NC1=2)=[N+](C)C)C.F[P-](F)(F)(F)(F)F.[C:25]([C:29]1[CH:30]=[C:31]([NH:40][C:41]([NH:43][C:44]2[C:53]3[C:48](=[CH:49][CH:50]=[CH:51][CH:52]=3)[C:47]([O:54][C:55]3[CH:60]=[CH:59][N:58]=[C:57]([NH:61][C:62]4[CH:67]=[CH:66][CH:65]=[C:64]([O:68][CH3:69])[CH:63]=4)[CH:56]=3)=[CH:46][CH:45]=2)=[O:42])[C:32]([O:38][CH3:39])=[C:33]([CH:37]=1)[C:34](O)=[O:35])([CH3:28])([CH3:27])[CH3:26].CCN(CC)CC.[O:77]1[CH2:80][CH:79]([NH2:81])[CH2:78]1. Given the product [C:25]([C:29]1[CH:30]=[C:31]([NH:40][C:41]([NH:43][C:44]2[C:53]3[C:48](=[CH:49][CH:50]=[CH:51][CH:52]=3)[C:47]([O:54][C:55]3[CH:60]=[CH:59][N:58]=[C:57]([NH:61][C:62]4[CH:67]=[CH:66][CH:65]=[C:64]([O:68][CH3:69])[CH:63]=4)[CH:56]=3)=[CH:46][CH:45]=2)=[O:42])[C:32]([O:38][CH3:39])=[C:33]([CH:37]=1)[C:34]([NH:81][CH:79]1[CH2:80][O:77][CH2:78]1)=[O:35])([CH3:28])([CH3:26])[CH3:27], predict the reactants needed to synthesize it.